Predict the product of the given reaction. From a dataset of Forward reaction prediction with 1.9M reactions from USPTO patents (1976-2016). (1) Given the reactants [CH3:1][Si:2]([CH3:16])([CH3:15])[C:3]#[C:4][CH2:5][C:6]1([CH2:9]OS(C)(=O)=O)[CH2:8][CH2:7]1.[Na+].[I-:18], predict the reaction product. The product is: [I:18][CH2:9][C:6]1([CH2:5][C:4]#[C:3][Si:2]([CH3:16])([CH3:15])[CH3:1])[CH2:8][CH2:7]1. (2) Given the reactants [Cl:1][C:2]1[N:7]([CH3:8])[C:6](=[O:9])[CH:5]=[C:4]([C:10]2[CH:15]=[CH:14][N:13]=[CH:12][CH:11]=2)[N:3]=1.[N:16]1([CH2:22][C:23]2[CH:28]=[CH:27][C:26]([CH2:29][CH2:30][OH:31])=[CH:25][CH:24]=2)[CH2:21][CH2:20][CH2:19][CH2:18][CH2:17]1.N12CCCN=C1CCCCC2.[ClH:43], predict the reaction product. The product is: [ClH:1].[ClH:43].[CH3:8][N:7]1[C:6](=[O:9])[CH:5]=[C:4]([C:10]2[CH:15]=[CH:14][N:13]=[CH:12][CH:11]=2)[N:3]=[C:2]1[O:31][CH2:30][CH2:29][C:26]1[CH:27]=[CH:28][C:23]([CH2:22][N:16]2[CH2:21][CH2:20][CH2:19][CH2:18][CH2:17]2)=[CH:24][CH:25]=1. (3) Given the reactants [Cl:1][C:2]1[CH:3]=[C:4](Br)[C:5]2[N:6]([CH:8]=[CH:9][N:10]=2)[CH:7]=1.[O:12]1[CH2:15][CH:14]([N:16]2[CH2:21][CH2:20][N:19]([C:22]3[CH:23]=[CH:24][C:25]([NH2:28])=[N:26][CH:27]=3)[CH2:18][CH2:17]2)[CH2:13]1.CC1(C)C2C(=C(P(C3C=CC=CC=3)C3C=CC=CC=3)C=CC=2)OC2C(P(C3C=CC=CC=3)C3C=CC=CC=3)=CC=CC1=2.C([O-])([O-])=O.[Cs+].[Cs+], predict the reaction product. The product is: [Cl:1][C:2]1[CH:3]=[C:4]([NH:28][C:25]2[CH:24]=[CH:23][C:22]([N:19]3[CH2:20][CH2:21][N:16]([CH:14]4[CH2:13][O:12][CH2:15]4)[CH2:17][CH2:18]3)=[CH:27][N:26]=2)[C:5]2[N:6]([CH:8]=[CH:9][N:10]=2)[CH:7]=1. (4) Given the reactants [CH2:1]([CH:4]1[CH2:9][CH2:8][CH:7]([CH:10]2[CH2:15][CH2:14][CH:13]([CH2:16][CH2:17][CH2:18][OH:19])[CH2:12][CH2:11]2)[CH2:6][CH2:5]1)[CH2:2][CH3:3].C(N(CC)CC)C.[C:27](Cl)(=[O:31])[C:28]([CH3:30])=[CH2:29], predict the reaction product. The product is: [CH2:1]([CH:4]1[CH2:9][CH2:8][CH:7]([CH:10]2[CH2:15][CH2:14][CH:13]([CH2:16][CH2:17][CH2:18][O:19][C:27](=[O:31])[C:28]([CH3:30])=[CH2:29])[CH2:12][CH2:11]2)[CH2:6][CH2:5]1)[CH2:2][CH3:3]. (5) Given the reactants C([O:3][C:4]([C:6]1[C:10]([C:11]#[N:12])=[CH:9][NH:8][CH:7]=1)=[O:5])C.[OH-].[Na+].Cl, predict the reaction product. The product is: [C:11]([C:10]1[C:6]([C:4]([OH:5])=[O:3])=[CH:7][NH:8][CH:9]=1)#[N:12].